From a dataset of CYP3A4 inhibition data for predicting drug metabolism from PubChem BioAssay. Regression/Classification. Given a drug SMILES string, predict its absorption, distribution, metabolism, or excretion properties. Task type varies by dataset: regression for continuous measurements (e.g., permeability, clearance, half-life) or binary classification for categorical outcomes (e.g., BBB penetration, CYP inhibition). Dataset: cyp3a4_veith. (1) The drug is Cc1nc2cnc(N3CCNCC3)nc2n(CCc2ccccc2)c1=O. The result is 1 (inhibitor). (2) The drug is CC1CCCC(C)N1C(=O)c1ccccc1Nc1ccc(SC(F)F)cc1. The result is 1 (inhibitor). (3) The compound is CC(=O)N1CCC2(CC1)CN(c1ccncc1)C2. The result is 0 (non-inhibitor). (4) The result is 0 (non-inhibitor). The molecule is CCC(=O)NCCNC(=O)c1c(SC)nsc1SC. (5) The result is 0 (non-inhibitor). The compound is O=C(O)c1cc(=O)c2ccc(Cl)cc2[nH]1. (6) The molecule is C=CCn1c(COc2ccccc2)nnc1SCC(=O)N/N=C/c1ccc(C)cc1. The result is 1 (inhibitor). (7) The drug is C/C(=N\N=C1\NC(=O)CC(C(=O)O)S1)c1cccs1. The result is 0 (non-inhibitor).